Dataset: Forward reaction prediction with 1.9M reactions from USPTO patents (1976-2016). Task: Predict the product of the given reaction. Given the reactants [CH3:1][NH:2][C:3]1[N:11]=[CH:10][N:9]=[C:8]2[C:4]=1[N:5]=[CH:6][N:7]2[C:12]1[CH:17]=[CH:16][C:15]([N+:18]([O-])=O)=[CH:14][CH:13]=1.[H][H], predict the reaction product. The product is: [NH2:18][C:15]1[CH:16]=[CH:17][C:12]([N:7]2[CH:6]=[N:5][C:4]3[C:8]2=[N:9][CH:10]=[N:11][C:3]=3[NH:2][CH3:1])=[CH:13][CH:14]=1.